Dataset: NCI-60 drug combinations with 297,098 pairs across 59 cell lines. Task: Regression. Given two drug SMILES strings and cell line genomic features, predict the synergy score measuring deviation from expected non-interaction effect. (1) Drug 1: CN(C)N=NC1=C(NC=N1)C(=O)N. Drug 2: C1=CC(=CC=C1CCCC(=O)O)N(CCCl)CCCl. Cell line: NCI/ADR-RES. Synergy scores: CSS=14.3, Synergy_ZIP=-7.28, Synergy_Bliss=2.78, Synergy_Loewe=-9.27, Synergy_HSA=1.99. (2) Cell line: TK-10. Drug 2: CC1=C2C(C(=O)C3(C(CC4C(C3C(C(C2(C)C)(CC1OC(=O)C(C(C5=CC=CC=C5)NC(=O)OC(C)(C)C)O)O)OC(=O)C6=CC=CC=C6)(CO4)OC(=O)C)O)C)O. Synergy scores: CSS=35.6, Synergy_ZIP=-5.13, Synergy_Bliss=-7.84, Synergy_Loewe=-7.33, Synergy_HSA=-5.14. Drug 1: C1=CC(=CC=C1CCC2=CNC3=C2C(=O)NC(=N3)N)C(=O)NC(CCC(=O)O)C(=O)O. (3) Drug 1: C1CCC(C1)C(CC#N)N2C=C(C=N2)C3=C4C=CNC4=NC=N3. Drug 2: CC1=CC=C(C=C1)C2=CC(=NN2C3=CC=C(C=C3)S(=O)(=O)N)C(F)(F)F. Cell line: MDA-MB-435. Synergy scores: CSS=-5.20, Synergy_ZIP=5.11, Synergy_Bliss=3.77, Synergy_Loewe=-1.61, Synergy_HSA=-2.51. (4) Drug 2: CC1C(C(CC(O1)OC2CC(CC3=C2C(=C4C(=C3O)C(=O)C5=C(C4=O)C(=CC=C5)OC)O)(C(=O)CO)O)N)O.Cl. Drug 1: B(C(CC(C)C)NC(=O)C(CC1=CC=CC=C1)NC(=O)C2=NC=CN=C2)(O)O. Cell line: TK-10. Synergy scores: CSS=68.0, Synergy_ZIP=2.90, Synergy_Bliss=1.44, Synergy_Loewe=5.38, Synergy_HSA=5.98.